From a dataset of Forward reaction prediction with 1.9M reactions from USPTO patents (1976-2016). Predict the product of the given reaction. (1) Given the reactants ClC(C)C([O-])=O.[Na+:7].[Br:8][CH2:9][CH2:10][CH2:11][CH2:12][CH2:13][C:14]([O-:16])=[O:15], predict the reaction product. The product is: [Br:8][CH2:9][CH2:10][CH2:11][CH2:12][CH2:13][C:14]([O-:16])=[O:15].[Na+:7]. (2) The product is: [ClH:1].[CH:10]([N:13]1[CH2:18][CH2:17][CH:16]([N:19]([CH3:26])[S:20]([CH2:23][CH2:24][NH:25][C:7]([C:5]2[S:6][C:2]([Cl:1])=[CH:3][CH:4]=2)=[O:9])(=[O:21])=[O:22])[CH2:15][CH2:14]1)([CH3:12])[CH3:11]. Given the reactants [Cl:1][C:2]1[S:6][C:5]([C:7]([OH:9])=O)=[CH:4][CH:3]=1.[CH:10]([N:13]1[CH2:18][CH2:17][CH:16]([N:19]([CH3:26])[S:20]([CH2:23][CH2:24][NH2:25])(=[O:22])=[O:21])[CH2:15][CH2:14]1)([CH3:12])[CH3:11], predict the reaction product.